From a dataset of Reaction yield outcomes from USPTO patents with 853,638 reactions. Predict the reaction yield, written as a fraction of the theoretical maximum amount of product (1.0 means a 100% yield; for example, 0.34 means a 34% yield). (1) The reactants are [NH2:1][C:2]1([C:17]2[CH:18]=[C:19]([C:23]3[CH:28]=[CH:27][CH:26]=[C:25]([O:29][CH3:30])[CH:24]=3)[CH:20]=[CH:21][CH:22]=2)[CH2:6][CH:5]([O:7][Si:8]([C:11]([CH3:14])([CH3:13])[CH3:12])([CH3:10])[CH3:9])[CH2:4][CH:3]1[CH2:15][OH:16].[C:31]([N:39]=[C:40]=[S:41])(=[O:38])[C:32]1[CH:37]=[CH:36][CH:35]=[CH:34][CH:33]=1. The catalyst is C1COCC1. The product is [Si:8]([O:7][CH:5]1[CH2:6][C:2]([NH:1][C:40]([NH:39][C:31](=[O:38])[C:32]2[CH:33]=[CH:34][CH:35]=[CH:36][CH:37]=2)=[S:41])([C:17]2[CH:18]=[C:19]([C:23]3[CH:28]=[CH:27][CH:26]=[C:25]([O:29][CH3:30])[CH:24]=3)[CH:20]=[CH:21][CH:22]=2)[CH:3]([CH2:15][OH:16])[CH2:4]1)([C:11]([CH3:13])([CH3:12])[CH3:14])([CH3:9])[CH3:10]. The yield is 0.700. (2) The reactants are N=[C:2]1[CH:7]=[CH:6][CH:5]=[CH:4][N:3]1[NH:8][C:9]([N:11]1C=CN=C1)=[S:10].Cl[CH2:17][C:18]1[N:19](C)[CH:20]=[C:21]([C:23]2[CH:28]=[CH:27][CH:26]=[CH:25][CH:24]=2)[N:22]=1.[CH2:30](O)CC. No catalyst specified. The product is [CH3:30][SH:10]([CH2:17][C:18]1[NH:19][CH:20]=[C:21]([C:23]2[CH:28]=[CH:27][CH:26]=[CH:25][CH:24]=2)[N:22]=1)[C:9]1[N:11]=[C:4]2[CH:5]=[CH:6][CH:7]=[CH:2][N:3]2[N:8]=1. The yield is 0.620. (3) The reactants are [Cl:1][C:2]1[CH:3]=[CH:4][C:5]([NH:8][C:9](=[O:26])[C:10]2[CH:15]=[CH:14][CH:13]=[CH:12][C:11]=2[NH:16][C:17]([O:19][CH:20]2[CH2:25][CH2:24][NH:23][CH2:22][CH2:21]2)=[O:18])=[N:6][CH:7]=1.[C:27]1(=O)[CH2:32][CH2:31][CH2:30][CH2:29][CH2:28]1.C([BH3-])#N.[Na+].Cl. No catalyst specified. The product is [ClH:1].[Cl:1][C:2]1[CH:3]=[CH:4][C:5]([NH:8][C:9](=[O:26])[C:10]2[CH:15]=[CH:14][CH:13]=[CH:12][C:11]=2[NH:16][C:17]([O:19][CH:20]2[CH2:21][CH2:22][N:23]([CH:27]3[CH2:32][CH2:31][CH2:30][CH2:29][CH2:28]3)[CH2:24][CH2:25]2)=[O:18])=[N:6][CH:7]=1. The yield is 0.330. (4) No catalyst specified. The reactants are [Cl-].Br[C:3]1[S:7][C:6]([N:8](C)[C:9](=O)C)=[N:5][CH:4]=1.[CH2:13]([O:15][C@@H:16]([CH2:21][C:22]1[CH:27]=[CH:26][C:25](B2OC(C)(C)C(C)(C)O2)=[CH:24][CH:23]=1)[C:17]([O:19][CH3:20])=[O:18])[CH3:14].[F-].[Cs+].CO[CH2:41][CH2:42][O:43]C. The yield is 0.370. The product is [C:42]([CH2:9][NH:8][C:6]1[S:7][C:3]([C:25]2[CH:24]=[CH:23][C:22]([CH2:21][C@H:16]([O:15][CH2:13][CH3:14])[C:17]([O:19][CH3:20])=[O:18])=[CH:27][CH:26]=2)=[CH:4][N:5]=1)(=[O:43])[CH3:41]. (5) The reactants are [Br:1][C:2]1[CH:3]=[C:4]([C:8]#[C:9][C:10]2[CH:14]=[CH:13][N:12]([Si](C(C)C)(C(C)C)C(C)C)[CH:11]=2)[CH:5]=[CH:6][CH:7]=1.[O-:25]S([O-])(=O)=O.[Mg+2].C([O-])(O)=O.[Na+].[O-][Mn](=O)(=O)=O.[K+].[OH2:42]. The catalyst is CC(C)=O. The product is [Br:1][C:2]1[CH:3]=[C:4]([C:8](=[O:25])[C:9]([C:10]2[CH:14]=[CH:13][NH:12][CH:11]=2)=[O:42])[CH:5]=[CH:6][CH:7]=1. The yield is 0.420. (6) The reactants are [CH3:22][C:17]1[CH:18]=[CH:19][CH:20]=[CH:21][C:16]=1P([C:16]1[CH:21]=[CH:20][CH:19]=[CH:18][C:17]=1[CH3:22])[C:16]1[CH:21]=[CH:20][CH:19]=[CH:18][C:17]=1[CH3:22].C(N(CC)C(C)C)(C)C.[O:32]1[CH:36]=[CH:35][CH2:34][CH2:33]1.C(OCC)(=[O:39])C. The catalyst is C1(C)C=CC=CC=1.CCCCCC.C1C=CC(/C=C/C(/C=C/C2C=CC=CC=2)=O)=CC=1.C1C=CC(/C=C/C(/C=C/C2C=CC=CC=2)=O)=CC=1.C1C=CC(/C=C/C(/C=C/C2C=CC=CC=2)=O)=CC=1.[Pd].[Pd]. The product is [O:32]1[CH:33]=[CH:34][CH2:35][CH:36]1[C:19]1[CH:18]=[C:17]([CH:16]=[CH:21][CH:20]=1)[CH:22]=[O:39]. The yield is 0.620. (7) The reactants are O[C:2]1[C:7]([C:8]#[N:9])=[C:6]([C:10]2[CH:11]=[N:12][CH:13]=[C:14]([O:16][CH3:17])[CH:15]=2)[N:5]=[CH:4][N:3]=1.O=P(Cl)(Cl)[Cl:20]. No catalyst specified. The product is [Cl:20][C:2]1[C:7]([C:8]#[N:9])=[C:6]([C:10]2[CH:11]=[N:12][CH:13]=[C:14]([O:16][CH3:17])[CH:15]=2)[N:5]=[CH:4][N:3]=1. The yield is 0.930. (8) The yield is 0.250. No catalyst specified. The product is [CH2:29]([C:26]1[CH:27]=[CH:28][C:23]([N:18]2[CH2:19][CH2:20][N:15]([C:5]3[C:4]([CH3:21])=[C:3]([O:2][CH3:1])[C:11]4[O:10][C:9]([CH3:13])([CH3:12])[CH2:8][C:7]=4[C:6]=3[CH3:14])[CH2:16][CH2:17]2)=[CH:24][CH:25]=1)[CH3:30]. The reactants are [CH3:1][O:2][C:3]1[C:11]2[O:10][C:9]([CH3:13])([CH3:12])[CH2:8][C:7]=2[C:6]([CH3:14])=[C:5]([N:15]2[CH2:20][CH2:19][NH:18][CH2:17][CH2:16]2)[C:4]=1[CH3:21].Br[C:23]1[CH:28]=[CH:27][C:26]([CH2:29][CH3:30])=[CH:25][CH:24]=1. (9) The reactants are [CH3:1][C:2]1([C:13]2[CH:18]=[CH:17][CH:16]=[CH:15][CH:14]=2)[C:10]2[O:9][C:8](=O)[NH:7][C:6](=[O:12])[C:5]=2[CH2:4][CH2:3]1.[OH-].[NH4+:20]. No catalyst specified. The product is [CH3:1][C:2]1([C:13]2[CH:18]=[CH:17][CH:16]=[CH:15][CH:14]=2)[C:10]2[NH:20][C:8](=[O:9])[NH:7][C:6](=[O:12])[C:5]=2[CH2:4][CH2:3]1. The yield is 0.700.